Dataset: Catalyst prediction with 721,799 reactions and 888 catalyst types from USPTO. Task: Predict which catalyst facilitates the given reaction. (1) Reactant: [CH2:1]([N:3]([CH2:24][CH3:25])[C:4](=[O:23])[C:5]1[CH:10]=[CH:9][C:8]([NH:11][CH2:12][CH2:13][N:14]2[CH2:19][CH2:18][CH2:17][CH2:16][CH2:15]2)=[C:7]([N+:20]([O-])=O)[CH:6]=1)[CH3:2].[CH3:26][CH2:27][O:28][C:29]([CH3:31])=O. Product: [CH2:27]([O:28][C:29]1[CH:31]=[CH:4][C:5]([CH2:10][C:9]2[N:11]([CH2:12][CH2:13][N:14]3[CH2:19][CH2:18][CH2:17][CH2:16][CH2:15]3)[C:8]3[CH:9]=[CH:10][C:5]([C:4]([N:3]([CH2:24][CH3:25])[CH2:1][CH3:2])=[O:23])=[CH:6][C:7]=3[N:20]=2)=[CH:6][CH:7]=1)[CH3:26]. The catalyst class is: 45. (2) Reactant: [NH2:1][C:2]1[CH:3]=[CH:4][C:5](Br)=[C:6]2[C:10]=1[C:9](=[O:11])[N:8]([CH3:12])[CH2:7]2.[O:14]1[CH2:19][CH2:18][CH2:17][CH2:16][CH:15]1[O:20][CH2:21][CH2:22][N:23]1[CH:27]=[C:26](B2OC(C)(C)C(C)(C)O2)[CH:25]=[N:24]1.ClCCl.C(=O)([O-])[O-].[K+].[K+].O. Product: [NH2:1][C:2]1[CH:3]=[CH:4][C:5]([C:26]2[CH:25]=[N:24][N:23]([CH2:22][CH2:21][O:20][CH:15]3[CH2:16][CH2:17][CH2:18][CH2:19][O:14]3)[CH:27]=2)=[C:6]2[C:10]=1[C:9](=[O:11])[N:8]([CH3:12])[CH2:7]2. The catalyst class is: 75. (3) Reactant: [SH:1][C:2]1[CH:10]=[C:9]([CH3:11])[CH:8]=[CH:7][C:3]=1[C:4]([OH:6])=O.[C:12]([C:14]1[N:19]=[C:18]([CH2:20][CH2:21][C:22]([O:24][C:25]([CH3:28])([CH3:27])[CH3:26])=[O:23])[CH:17]=[CH:16][CH:15]=1)#[N:13]. Product: [CH3:11][C:9]1[CH:8]=[CH:7][C:3]2[C:4](=[O:6])[N:13]=[C:12]([C:14]3[N:19]=[C:18]([CH2:20][CH2:21][C:22]([O:24][C:25]([CH3:28])([CH3:27])[CH3:26])=[O:23])[CH:17]=[CH:16][CH:15]=3)[S:1][C:2]=2[CH:10]=1. The catalyst class is: 17. (4) Reactant: [ClH:1].Cl.Cl.[CH3:4][N:5]([CH2:19]/[CH:20]=[CH:21]/[C:22]1[CH:23]=[C:24]([CH:28]=[CH:29][CH:30]=1)[C:25]([NH2:27])=[NH:26])[C:6]1[CH:11]=[CH:10][C:9]([O:12][CH:13]2[CH2:18][CH2:17][NH:16][CH2:15][CH2:14]2)=[CH:8][CH:7]=1.Cl.[C:32](=[NH:37])(OCC)[CH3:33].C(N(CC)CC)C.Cl. Product: [ClH:1].[ClH:1].[ClH:1].[C:32]([N:16]1[CH2:15][CH2:14][CH:13]([O:12][C:9]2[CH:10]=[CH:11][C:6]([N:5]([CH2:19]/[CH:20]=[CH:21]/[C:22]3[CH:23]=[C:24]([CH:28]=[CH:29][CH:30]=3)[C:25]([NH2:27])=[NH:26])[CH3:4])=[CH:7][CH:8]=2)[CH2:18][CH2:17]1)(=[NH:37])[CH3:33]. The catalyst class is: 71. (5) Reactant: CO[C:3]([C:5]1[CH:10]=[CH:9][N:8]=[C:7]([C:11]2[CH:16]=[CH:15][N:14]=[C:13]([CH3:17])[CH:12]=2)[CH:6]=1)=[O:4].Br[C:19]1C=CN=C(C)C=1.C([Li])CCC.CCCCCC.[CH:47]([O:46]B([O:46][CH:47]([CH3:49])[CH3:48])[O:46][CH:47]([CH3:49])[CH3:48])([CH3:49])[CH3:48].[CH3:50][CH2:51][O:52]CC. Product: [C:47]([O:46][C:51](=[O:52])[CH2:50][C:3]([C:5]1[CH:10]=[CH:9][N:8]=[C:7]([C:11]2[CH:16]=[CH:15][N:14]=[C:13]([CH3:17])[CH:12]=2)[CH:6]=1)=[O:4])([CH3:48])([CH3:49])[CH3:19]. The catalyst class is: 6. (6) Reactant: [CH2:1]([N:4]([CH2:8][C:9]1[CH:10]=[C:11]([C:15]2[N:16]([CH3:26])[C:17]3[CH:23]=[C:22]([CH:24]=O)[CH:21]=[CH:20][C:18]=3[N:19]=2)[CH:12]=[CH:13][CH:14]=1)[CH2:5][CH2:6][CH3:7])[CH2:2][CH3:3].[CH3:27][N:28]1[CH:32]=[CH:31][N:30]=[C:29]1[CH2:33][NH2:34].C([BH3-])#N.[Na+].[NH:39]1[CH:43]=[CH:42][N:41]=[C:40]1[CH:44]=O. Product: [NH:39]1[CH:43]=[CH:42][N:41]=[C:40]1[CH2:44][N:34]([CH2:24][C:22]1[CH:21]=[CH:20][C:18]2[N:19]=[C:15]([C:11]3[CH:10]=[C:9]([CH:14]=[CH:13][CH:12]=3)[CH2:8][N:4]([CH2:5][CH2:6][CH3:7])[CH2:1][CH2:2][CH3:3])[N:16]([CH3:26])[C:17]=2[CH:23]=1)[CH2:33][C:29]1[N:28]([CH3:27])[CH:32]=[CH:31][N:30]=1. The catalyst class is: 130. (7) Reactant: C(OC(=O)[NH:7][C:8]1[CH:13]=[C:12]([CH2:14][C:15]#[N:16])[C:11]([I:17])=[CH:10][C:9]=1[NH:18][C:19](=[O:34])[CH2:20][C:21]([C:23]1[CH:28]=[CH:27][CH:26]=[C:25]([N:29]2[CH:33]=[CH:32][N:31]=[CH:30]2)[CH:24]=1)=O)(C)(C)C.C(O)(C(F)(F)F)=O. The catalyst class is: 2. Product: [N:29]1([C:25]2[CH:24]=[C:23]([C:21]3[CH2:20][C:19](=[O:34])[NH:18][C:9]4[CH:10]=[C:11]([I:17])[C:12]([CH2:14][C:15]#[N:16])=[CH:13][C:8]=4[N:7]=3)[CH:28]=[CH:27][CH:26]=2)[CH:33]=[CH:32][N:31]=[CH:30]1. (8) Reactant: [OH:1][NH:2][C:3]([C:5]1[CH:29]=[CH:28][C:8]2[C:9]3[CH:15]=[C:14]([S:16]([NH:19][C@H:20]([CH:25]([CH3:27])[CH3:26])[C:21]([O:23][CH3:24])=[O:22])(=[O:18])=[O:17])[CH:13]=[CH:12][C:10]=3[O:11][C:7]=2[CH:6]=1)=[NH:4].[C:30](OC(=O)C)(=O)[CH3:31].O. Product: [CH3:27][CH:25]([CH3:26])[C@@H:20]([NH:19][S:16]([C:14]1[CH:13]=[CH:12][C:10]2[O:11][C:7]3[CH:6]=[C:5]([C:3]4[N:4]=[C:30]([CH3:31])[O:1][N:2]=4)[CH:29]=[CH:28][C:8]=3[C:9]=2[CH:15]=1)(=[O:18])=[O:17])[C:21]([O:23][CH3:24])=[O:22]. The catalyst class is: 15.